This data is from Forward reaction prediction with 1.9M reactions from USPTO patents (1976-2016). The task is: Predict the product of the given reaction. (1) Given the reactants [NH:1](C(OCC1C2C(=CC=CC=2)C2C1=CC=CC=2)=O)[CH2:2][CH2:3][C:4](O)=[O:5].C(Cl)(=O)C(Cl)=O.[CH:30]1([CH2:33][NH2:34])[CH2:32][CH2:31]1.C(N(CC)CC)C.Cl, predict the reaction product. The product is: [CH:30]1([CH2:33][NH:34][C:4](=[O:5])[CH2:3][CH2:2][NH2:1])[CH2:32][CH2:31]1. (2) Given the reactants [NH2:1][C:2]1[N:31]=[C:5]2[N:6]([C:21]3[CH:26]=[CH:25][CH:24]=[C:23]([C:27]([F:30])([F:29])[F:28])[CH:22]=3)[C:7]([CH3:20])=[C:8]([C:18]#[N:19])[C@@H:9]([C:10]3[CH:15]=[CH:14][C:13]([C:16]#[N:17])=[CH:12][CH:11]=3)[N:4]2[N:3]=1.C1COCC1.Cl[C:38]([O:40][CH2:41][CH3:42])=[O:39], predict the reaction product. The product is: [C:18]([C:8]1[C@@H:9]([C:10]2[CH:15]=[CH:14][C:13]([C:16]#[N:17])=[CH:12][CH:11]=2)[N:4]2[N:3]=[C:2]([NH:1][C:38](=[O:39])[O:40][CH2:41][CH3:42])[N:31]=[C:5]2[N:6]([C:21]2[CH:26]=[CH:25][CH:24]=[C:23]([C:27]([F:28])([F:30])[F:29])[CH:22]=2)[C:7]=1[CH3:20])#[N:19]. (3) Given the reactants CC1(C)C(C)(C)OB([C:9]2[N:14]=[C:13]([N:15]3[CH:20]=[CH:19][CH:18]=[CH:17][C:16]3=[O:21])[CH:12]=[CH:11][CH:10]=2)O1.Br[C:24]1[CH:29]=[CH:28][C:27]([C@@H:30]([N:32]2[CH2:37][CH2:36][C@:35]([CH2:44][C:45]([OH:48])([CH3:47])[CH3:46])([C:38]3[CH:43]=[CH:42][CH:41]=[CH:40][CH:39]=3)[O:34][C:33]2=[O:49])[CH3:31])=[CH:26][CH:25]=1, predict the reaction product. The product is: [OH:48][C:45]([CH3:46])([CH3:47])[CH2:44][C@@:35]1([C:38]2[CH:43]=[CH:42][CH:41]=[CH:40][CH:39]=2)[O:34][C:33](=[O:49])[N:32]([C@H:30]([C:27]2[CH:26]=[CH:25][C:24]([C:9]3[CH:10]=[CH:11][CH:12]=[C:13]([N:15]4[CH:20]=[CH:19][CH:18]=[CH:17][C:16]4=[O:21])[N:14]=3)=[CH:29][CH:28]=2)[CH3:31])[CH2:37][CH2:36]1.